This data is from Catalyst prediction with 721,799 reactions and 888 catalyst types from USPTO. The task is: Predict which catalyst facilitates the given reaction. (1) Reactant: [C:1]([O:5][C:6]([N:8]1[CH2:12][C@H:11]([NH2:13])[CH2:10][C@@H:9]1[CH2:14][OH:15])=[O:7])([CH3:4])([CH3:3])[CH3:2].[Br:16][C:17]1[CH:18]=[CH:19][C:20](F)=[C:21]([N+:23]([O-:25])=[O:24])[CH:22]=1.C(N(CC)CC)C. Product: [C:1]([O:5][C:6]([N:8]1[CH2:12][C@H:11]([NH:13][C:20]2[CH:19]=[CH:18][C:17]([Br:16])=[CH:22][C:21]=2[N+:23]([O-:25])=[O:24])[CH2:10][C@@H:9]1[CH2:14][OH:15])=[O:7])([CH3:4])([CH3:3])[CH3:2]. The catalyst class is: 13. (2) Reactant: C[O:2][C:3]([C:5]1[C:9]([NH:10][C:11](=[O:21])[CH2:12][S:13][C:14]2[CH:19]=[CH:18][C:17]([Br:20])=[CH:16][CH:15]=2)=[CH:8][N:7]([CH2:22][CH2:23][C:24]2[CH:29]=[CH:28][CH:27]=[CH:26][CH:25]=2)[N:6]=1)=O.[H-].[Al+3].[Li+].[H-].[H-].[H-]. Product: [Br:20][C:17]1[CH:18]=[CH:19][C:14]([S:13][CH2:12][C:11]([NH:10][CH:9]2[CH2:8][N:7]([CH2:22][CH2:23][C:24]3[CH:25]=[CH:26][CH:27]=[CH:28][CH:29]=3)[N:6]=[C:5]2[CH2:3][OH:2])=[O:21])=[CH:15][CH:16]=1. The catalyst class is: 7. (3) Reactant: Br[C@H:2]([CH2:6][C:7](OC(C)(C)C)=[O:8])[C:3]([OH:5])=[O:4].O.ON1C2C=CC=CC=2N=N1.C1CCC(N=C=NC2CCCCC2)CC1.[NH2:40][C@H:41]([C:51]1[CH:56]=[CH:55][C:54]([Cl:57])=[CH:53][CH:52]=1)[C@@H:42]([C:44]1[CH:49]=[CH:48][CH:47]=[C:46]([Cl:50])[CH:45]=1)[OH:43]. Product: [Cl:50][C:46]1[CH:45]=[C:44]([C@@H:42]2[C@@H:41]([C:51]3[CH:56]=[CH:55][C:54]([Cl:57])=[CH:53][CH:52]=3)[NH:40][C:7](=[O:8])[C@H:6]([CH2:2][C:3]([OH:5])=[O:4])[O:43]2)[CH:49]=[CH:48][CH:47]=1. The catalyst class is: 2. (4) Reactant: [CH:1]([N:14]1[CH2:17][C:16](=[O:18])[CH2:15]1)([C:8]1[CH:13]=[CH:12][CH:11]=[CH:10][CH:9]=1)[C:2]1[CH:7]=[CH:6][CH:5]=[CH:4][CH:3]=1.[CH2:19]([Mg]Br)[CH3:20].C(=O)([O-])O.[Na+]. Product: [CH:1]([N:14]1[CH2:17][C:16]([CH2:19][CH3:20])([OH:18])[CH2:15]1)([C:8]1[CH:13]=[CH:12][CH:11]=[CH:10][CH:9]=1)[C:2]1[CH:3]=[CH:4][CH:5]=[CH:6][CH:7]=1. The catalyst class is: 7. (5) Reactant: [F:1][C:2]1[CH:20]=[CH:19][C:5]([CH2:6][N:7]([CH2:11][C:12]2[CH:17]=[CH:16][C:15]([F:18])=[CH:14][CH:13]=2)[C:8](=[O:10])[CH3:9])=[CH:4][CH:3]=1.[CH3:21][O:22][C:23](=[O:28])[C:24](OC)=[O:25]. Product: [CH3:21][O:22][C:23](=[O:28])[C:24]([OH:25])=[CH:9][C:8](=[O:10])[N:7]([CH2:11][C:12]1[CH:13]=[CH:14][C:15]([F:18])=[CH:16][CH:17]=1)[CH2:6][C:5]1[CH:4]=[CH:3][C:2]([F:1])=[CH:20][CH:19]=1. The catalyst class is: 1. (6) Reactant: COC(=O)CC1C=CC([C:11]([F:14])([F:13])[F:12])=CC=1Cl.C1(COC2C=C(C(O)=O)C=CN=2)C=CC=CC=1.[CH2:34]([O:41][C:42]1[CH:47]=[C:46]([C:48](=[O:59])[CH:49]([C:51]2[CH:56]=[CH:55][C:54]([Cl:57])=[CH:53][C:52]=2[Cl:58])[CH3:50])[CH:45]=[CH:44][N:43]=1)[C:35]1[CH:40]=[CH:39][CH:38]=[CH:37][CH:36]=1. Product: [CH2:34]([O:41][C:42]1[CH:47]=[C:46]([C:48]([OH:59])([CH:49]([C:51]2[CH:56]=[CH:55][C:54]([Cl:57])=[CH:53][C:52]=2[Cl:58])[CH3:50])[C:11]([F:14])([F:13])[F:12])[CH:45]=[CH:44][N:43]=1)[C:35]1[CH:40]=[CH:39][CH:38]=[CH:37][CH:36]=1. The catalyst class is: 17. (7) Reactant: [CH:1]1([N:4]([CH2:18][C:19]2[O:20][CH:21]=[C:22]([C:24](O)=[O:25])[N:23]=2)[S:5]([C:8]2[C:13]([CH3:14])=[CH:12][C:11]([O:15][CH3:16])=[CH:10][C:9]=2[CH3:17])(=[O:7])=[O:6])[CH2:3][CH2:2]1.CCN=C=NCCCN(C)C.C1C=C2N=NN(O)C2=CC=1.O.CCN(C(C)C)C(C)C.[NH2:58][CH2:59][CH2:60][CH:61]1[CH2:66][CH2:65][CH2:64][N:63]([C:67]([O:69][C:70]([CH3:73])([CH3:72])[CH3:71])=[O:68])[CH2:62]1. Product: [CH:1]1([N:4]([CH2:18][C:19]2[O:20][CH:21]=[C:22]([C:24]([NH:58][CH2:59][CH2:60][CH:61]3[CH2:66][CH2:65][CH2:64][N:63]([C:67]([O:69][C:70]([CH3:73])([CH3:72])[CH3:71])=[O:68])[CH2:62]3)=[O:25])[N:23]=2)[S:5]([C:8]2[C:9]([CH3:17])=[CH:10][C:11]([O:15][CH3:16])=[CH:12][C:13]=2[CH3:14])(=[O:6])=[O:7])[CH2:2][CH2:3]1. The catalyst class is: 3. (8) Reactant: [OH:1][C:2]1[CH:9]=[CH:8][C:5]([CH:6]=[O:7])=[CH:4][CH:3]=1.[OH-].[CH2:11]([N+:15]([CH2:24][CH2:25][CH2:26][CH3:27])([CH2:20][CH2:21][CH2:22][CH3:23])[CH2:16][CH2:17][CH2:18][CH3:19])[CH2:12][CH2:13][CH3:14]. Product: [CH:6]([C:5]1[CH:8]=[CH:9][C:2]([O-:1])=[CH:3][CH:4]=1)=[O:7].[CH2:24]([N+:15]([CH2:11][CH2:12][CH2:13][CH3:14])([CH2:16][CH2:17][CH2:18][CH3:19])[CH2:20][CH2:21][CH2:22][CH3:23])[CH2:25][CH2:26][CH3:27]. The catalyst class is: 6. (9) Reactant: [C:1]([C:4]1[C:16]2[NH:15][C:14]3[C:9](=[CH:10][CH:11]=[C:12]([C:17]([N:19]4[CH2:24][CH2:23][O:22][CH2:21][CH2:20]4)=[O:18])[CH:13]=3)[C:8]=2[CH:7]=[C:6]([CH:25]2[CH2:30][CH2:29][N:28](C(OC(C)(C)C)=O)[CH2:27][CH2:26]2)[CH:5]=1)(=[O:3])[NH2:2].FC(F)(F)C(O)=O. Product: [N:19]1([C:17]([C:12]2[CH:13]=[C:14]3[C:9]([C:8]4[CH:7]=[C:6]([CH:25]5[CH2:30][CH2:29][NH:28][CH2:27][CH2:26]5)[CH:5]=[C:4]([C:1]([NH2:2])=[O:3])[C:16]=4[NH:15]3)=[CH:10][CH:11]=2)=[O:18])[CH2:20][CH2:21][O:22][CH2:23][CH2:24]1. The catalyst class is: 26. (10) Reactant: [SH:1][C:2]1[C:11]2[C:6](=[CH:7][C:8]([O:14][CH3:15])=[C:9]([O:12][CH3:13])[CH:10]=2)[N:5]=[CH:4][C:3]=1[C:16]#[N:17].Cl[CH2:19][C:20]#[N:21].[OH-].[Na+]. Product: [NH2:17][C:16]1[C:3]2[CH:4]=[N:5][C:6]3[CH:7]=[C:8]([O:14][CH3:15])[C:9]([O:12][CH3:13])=[CH:10][C:11]=3[C:2]=2[S:1][C:19]=1[C:20]#[N:21]. The catalyst class is: 5.